The task is: Predict which catalyst facilitates the given reaction.. This data is from Catalyst prediction with 721,799 reactions and 888 catalyst types from USPTO. Reactant: C([O:4][CH:5]([CH2:9][CH:10]=[C:11]([CH3:26])[CH2:12][CH2:13][CH2:14][CH:15]([CH3:25])[CH2:16][O:17][Si:18]([C:21]([CH3:24])([CH3:23])[CH3:22])([CH3:20])[CH3:19])[C:6](=[O:8])[CH3:7])(=O)C.C(=O)([O-])[O-].[K+].[K+]. Product: [C:21]([Si:18]([CH3:19])([CH3:20])[O:17][CH2:16][CH:15]([CH3:25])[CH2:14][CH2:13][CH2:12][C:11]([CH3:26])=[CH:10][CH2:9][CH:5]([OH:4])[C:6](=[O:8])[CH3:7])([CH3:23])([CH3:24])[CH3:22]. The catalyst class is: 430.